This data is from Reaction yield outcomes from USPTO patents with 853,638 reactions. The task is: Predict the reaction yield, written as a fraction of the theoretical maximum amount of product (1.0 means a 100% yield; for example, 0.34 means a 34% yield). (1) The reactants are [OH:1][CH2:2][CH2:3][O:4][C@@H:5]1[CH2:10][CH2:9][C@H:8]([N:11]2[C:16](=[O:17])[C:15]([CH2:18][C:19]3[CH:24]=[CH:23][C:22]([C:25]4[C:26]([C:31]#[N:32])=[CH:27][CH:28]=[CH:29][CH:30]=4)=[CH:21][CH:20]=3)=[C:14]([CH2:33][CH2:34][CH3:35])[N:13]3[N:36]=[CH:37][N:38]=[C:12]23)[CH2:7][CH2:6]1.FC(F)(F)S(O[Si](C(C)(C)C)(C)C)(=O)=O.[N:54]1C(C)=CC=CC=1C.[Cl-].O[NH3+].[C:65](=[O:68])([O-])[OH:66].[Na+]. The catalyst is C(OCC)(=O)C.CS(C)=O.O1CCCC1. The product is [OH:1][CH2:2][CH2:3][O:4][C@@H:5]1[CH2:10][CH2:9][C@H:8]([N:11]2[C:16](=[O:17])[C:15]([CH2:18][C:19]3[CH:24]=[CH:23][C:22]([C:25]4[CH:30]=[CH:29][CH:28]=[CH:27][C:26]=4[C:31]4[NH:54][C:65](=[O:68])[O:66][N:32]=4)=[CH:21][CH:20]=3)=[C:14]([CH2:33][CH2:34][CH3:35])[N:13]3[N:36]=[CH:37][N:38]=[C:12]23)[CH2:7][CH2:6]1. The yield is 0.340. (2) The reactants are [O:1]=[C:2]([NH:17][C@@H:18]1[CH2:22][CH2:21][NH:20][CH2:19]1)[CH2:3][NH:4][C:5](=[O:16])[C:6]1[CH:11]=[CH:10][CH:9]=[C:8]([C:12]([F:15])([F:14])[F:13])[CH:7]=1.O=[C:24]1[CH2:28][CH2:27][N:26]([C:29]([O:31][CH2:32][C:33]2[CH:38]=[CH:37][CH:36]=[CH:35][CH:34]=2)=[O:30])[CH2:25]1.C(O[BH-](OC(=O)C)OC(=O)C)(=O)C.[Na+].C([O-])(O)=O.[Na+]. The catalyst is CO.ClCCl. The product is [F:13][C:12]([F:14])([F:15])[C:8]1[CH:7]=[C:6]([CH:11]=[CH:10][CH:9]=1)[C:5]([NH:4][CH2:3][C:2]([NH:17][C@@H:18]1[CH2:22][CH2:21][N:20]([CH:28]2[CH2:24][CH2:25][N:26]([C:29]([O:31][CH2:32][C:33]3[CH:38]=[CH:37][CH:36]=[CH:35][CH:34]=3)=[O:30])[CH2:27]2)[CH2:19]1)=[O:1])=[O:16]. The yield is 0.880. (3) The reactants are [Cl:1][C:2]1[CH:9]=[CH:8][C:5]([C:6]#[N:7])=[C:4]([O:10][C:11]2[CH:16]=[CH:15][C:14]([CH:17]=O)=[CH:13][C:12]=2[O:19][CH3:20])[CH:3]=1.CN.[C:23]([BH3-])#[N:24].[Na+].[C:27]([OH:34])(=[O:33])/[CH:28]=[CH:29]/[C:30]([OH:32])=[O:31]. The catalyst is C(OCC)(=O)C.C(O)(=O)C.CO. The product is [C:27]([OH:34])(=[O:33])/[CH:28]=[CH:29]/[C:30]([OH:32])=[O:31].[Cl:1][C:2]1[CH:9]=[CH:8][C:5]([C:6]#[N:7])=[C:4]([O:10][C:11]2[CH:16]=[CH:15][C:14]([CH2:17][NH:24][CH3:23])=[CH:13][C:12]=2[O:19][CH3:20])[CH:3]=1. The yield is 0.800. (4) The reactants are Br[C:2]1[C:3]([CH3:19])=[N:4][C:5]([C:8]2[N:12]=[CH:11][N:10](C3CCCCO3)[N:9]=2)=[CH:6][CH:7]=1.B1(B2OC(C)(C)C(C)(C)O2)OC(C)(C)C(C)(C)O1.C([O-])(=O)C.[K+].C(=O)([O-])[O-].[K+].[K+].ClCCl.Br[C:53]1[N:58]=[C:57]2[N:59]([CH2:64][CH3:65])[C:60](=[O:63])[CH2:61][NH:62][C:56]2=[N:55][CH:54]=1. The catalyst is O1CCOCC1.C1C=CC(P(C2C=CC=CC=2)[C-]2C=CC=C2)=CC=1.C1C=CC(P(C2C=CC=CC=2)[C-]2C=CC=C2)=CC=1.Cl[Pd]Cl.[Fe+2].O. The product is [CH2:64]([N:59]1[C:57]2=[N:58][C:53]([C:2]3[C:3]([CH3:19])=[N:4][C:5]([C:8]4[NH:12][CH:11]=[N:10][N:9]=4)=[CH:6][CH:7]=3)=[CH:54][N:55]=[C:56]2[NH:62][CH2:61][C:60]1=[O:63])[CH3:65]. The yield is 0.570. (5) The yield is 0.810. The reactants are F[C:2]1[CH:11]=[CH:10][C:5]([C:6]([O:8][CH3:9])=[O:7])=[C:4]([O:12][CH3:13])[CH:3]=1.[C:14]1([OH:20])[CH:19]=[CH:18][CH:17]=[CH:16][CH:15]=1.C(=O)([O-])[O-].[K+].[K+]. The catalyst is CN(C)C=O. The product is [CH3:13][O:12][C:4]1[CH:3]=[C:2]([O:20][C:14]2[CH:19]=[CH:18][CH:17]=[CH:16][CH:15]=2)[CH:11]=[CH:10][C:5]=1[C:6]([O:8][CH3:9])=[O:7].